Dataset: Catalyst prediction with 721,799 reactions and 888 catalyst types from USPTO. Task: Predict which catalyst facilitates the given reaction. (1) Reactant: [CH2:1]([C:3]1[CH:9]=[C:8]([C:10]2[CH:11]=[N:12][N:13]([CH3:15])[CH:14]=2)[CH:7]=[CH:6][C:4]=1[NH2:5])[CH3:2].Cl[C:17]1[N:22]=[CH:21][C:20]2[N:23]=[CH:24][N:25]([CH3:26])[C:19]=2[CH:18]=1.C1(P(C2CCCCC2)C2C=CC=CC=2C2C(C(C)C)=CC(C(C)C)=CC=2C(C)C)CCCCC1.CC(C)([O-])C.[Na+]. Product: [CH2:1]([C:3]1[CH:9]=[C:8]([C:10]2[CH:11]=[N:12][N:13]([CH3:15])[CH:14]=2)[CH:7]=[CH:6][C:4]=1[NH:5][C:17]1[N:22]=[CH:21][C:20]2[N:23]=[CH:24][N:25]([CH3:26])[C:19]=2[CH:18]=1)[CH3:2]. The catalyst class is: 110. (2) Reactant: [Cl:1][C:2]1[CH:7]=[CH:6][CH:5]=[CH:4][C:3]=1[C@H:8]([N:13]1[CH2:18][CH2:17][CH:16]2[S:19][C:20](=[O:22])[CH:21]=[C:15]2[CH2:14]1)[C:9]([O:11][CH3:12])=[O:10].Cl[C:24]([O:26][CH:27]([CH3:29])[CH3:28])=[O:25].C(OC(OC1SC2CCN([C@@H](C3C=CC=CC=3Cl)C(OC)=O)CC=2C=1)=O)C(C)C. Product: [CH:27]([O:26][C:24]([O:22][C:20]1[S:19][C:16]2[CH2:17][CH2:18][N:13]([C@@H:8]([C:3]3[CH:4]=[CH:5][CH:6]=[CH:7][C:2]=3[Cl:1])[C:9]([O:11][CH3:12])=[O:10])[CH2:14][C:15]=2[CH:21]=1)=[O:25])([CH3:29])[CH3:28]. The catalyst class is: 5. (3) Reactant: [C:1]([CH:4]1[C:8](=O)[CH:7]([C:10]2[CH:15]=[CH:14][C:13]([Cl:16])=[CH:12][CH:11]=2)[N:6]([C:17]2[CH:22]=[C:21]([CH3:23])[C:20](=[O:24])[N:19]([CH3:25])[CH:18]=2)[C:5]1=[O:26])(=O)[CH3:2].[CH:27]([NH:30][NH2:31])([CH3:29])[CH3:28]. Product: [Cl:16][C:13]1[CH:14]=[CH:15][C:10]([CH:7]2[C:8]3[N:30]([CH:27]([CH3:29])[CH3:28])[N:31]=[C:1]([CH3:2])[C:4]=3[C:5](=[O:26])[N:6]2[C:17]2[CH:22]=[C:21]([CH3:23])[C:20](=[O:24])[N:19]([CH3:25])[CH:18]=2)=[CH:11][CH:12]=1. The catalyst class is: 513. (4) Reactant: [F:1][CH2:2][CH2:3][CH2:4][CH2:5][O:6][C:7]1[CH:12]=[CH:11][C:10]([S:13]([N:16]([CH2:28][C:29]2[CH:34]=[CH:33][C:32]([O:35][CH3:36])=[CH:31][CH:30]=2)[CH2:17][C:18]([NH:20][O:21]C(OCC)(C)C)=[O:19])(=[O:15])=[O:14])=[CH:9][CH:8]=1.Cl. Product: [F:1][CH2:2][CH2:3][CH2:4][CH2:5][O:6][C:7]1[CH:12]=[CH:11][C:10]([S:13]([N:16]([CH2:28][C:29]2[CH:34]=[CH:33][C:32]([O:35][CH3:36])=[CH:31][CH:30]=2)[CH2:17][C:18]([NH:20][OH:21])=[O:19])(=[O:15])=[O:14])=[CH:9][CH:8]=1. The catalyst class is: 25. (5) Reactant: [O:1]1[CH:5]=[CH:4][C:3]([O:6][CH2:7][C@@H:8]2[O:12][C:11](=[O:13])[N:10]([C:14]3[CH:19]=[CH:18][C:17]([C:20]4[CH2:25][CH2:24][N:23]([CH:26]5[CH2:31][O:30]C(C)(C)[O:28][CH2:27]5)[CH2:22][CH:21]=4)=[C:16]([F:34])[CH:15]=3)[CH2:9]2)=[N:2]1.Cl.N. Product: [O:1]1[CH:5]=[CH:4][C:3]([O:6][CH2:7][C@@H:8]2[O:12][C:11](=[O:13])[N:10]([C:14]3[CH:19]=[CH:18][C:17]([C:20]4[CH2:25][CH2:24][N:23]([CH:26]([CH2:27][OH:28])[CH2:31][OH:30])[CH2:22][CH:21]=4)=[C:16]([F:34])[CH:15]=3)[CH2:9]2)=[N:2]1. The catalyst class is: 1. (6) Reactant: [N:1]1([C:7]([O:9][C:10]([CH3:13])([CH3:12])[CH3:11])=[O:8])[CH2:6][CH2:5][NH:4][CH2:3][CH2:2]1.Cl[C:15]1[C:20]([C:21]([F:24])([F:23])[F:22])=[CH:19][CH:18]=[CH:17][N:16]=1.C(N(C(C)C)CC)(C)C. Product: [C:10]([O:9][C:7]([N:1]1[CH2:6][CH2:5][N:4]([C:15]2[C:20]([C:21]([F:24])([F:23])[F:22])=[CH:19][CH:18]=[CH:17][N:16]=2)[CH2:3][CH2:2]1)=[O:8])([CH3:13])([CH3:12])[CH3:11]. The catalyst class is: 3. (7) Product: [CH2:35]([N:3]([CH2:1][CH3:2])[CH2:4][CH2:5][CH2:6][C:7]1[CH:12]=[C:11]([F:13])[CH:10]=[CH:9][C:8]=1[S:14]([NH:17][C:18]1[C:27]([C:28]([OH:30])=[O:29])=[C:26]2[C:21]([C:22]3[CH:34]=[CH:33][O:32][C:23]=3[CH2:24][O:25]2)=[CH:20][CH:19]=1)(=[O:16])=[O:15])[CH3:36]. Reactant: [CH2:1]([N:3]([CH2:35][CH3:36])[CH2:4][CH2:5][CH2:6][C:7]1[CH:12]=[C:11]([F:13])[CH:10]=[CH:9][C:8]=1[S:14]([NH:17][C:18]1[C:27]([C:28]([O:30]C)=[O:29])=[C:26]2[C:21]([C:22]3[CH:34]=[CH:33][O:32][C:23]=3[CH2:24][O:25]2)=[CH:20][CH:19]=1)(=[O:16])=[O:15])[CH3:2].[OH-].[Li+].C(O)=O. The catalyst class is: 38.